From a dataset of Catalyst prediction with 721,799 reactions and 888 catalyst types from USPTO. Predict which catalyst facilitates the given reaction. (1) Reactant: [CH3:1][O:2][C:3]1[CH:8]=[CH:7][CH:6]=[C:5]([NH2:9])[CH:4]=1.Cl[CH2:11][CH2:12][O:13][CH2:14][CH2:15]Cl. Product: [CH3:1][O:2][C:3]1[CH:4]=[C:5]([N:9]2[CH2:15][CH2:14][O:13][CH2:12][CH2:11]2)[CH:6]=[CH:7][CH:8]=1. The catalyst class is: 11. (2) Reactant: [CH3:1][NH:2][CH2:3][C:4]1[CH:9]=[CH:8][CH:7]=[CH:6][CH:5]=1.C(O)(=O)C.O=[C:15]1[CH2:18][N:17]([C:19]([O:21][C:22]([CH3:25])([CH3:24])[CH3:23])=[O:20])[CH2:16]1.[C-:26]#[N:27].[Na+]. Product: [CH2:3]([N:2]([CH3:1])[C:15]1([C:26]#[N:27])[CH2:18][N:17]([C:19]([O:21][C:22]([CH3:25])([CH3:24])[CH3:23])=[O:20])[CH2:16]1)[C:4]1[CH:9]=[CH:8][CH:7]=[CH:6][CH:5]=1. The catalyst class is: 581. (3) Reactant: C(N(CC)C(C)C)(C)C.[Cl:10][C:11]1[CH:16]=[CH:15][CH:14]=[CH:13][C:12]=1[C:17]1[C:21]([C:22](Cl)=[O:23])=[C:20]([CH3:25])[O:19][N:18]=1.[OH:26][NH:27][C:28](=[NH:37])[C:29]1[CH:34]=[CH:33][C:32]([O:35][CH3:36])=[CH:31][CH:30]=1.C(Cl)Cl. Product: [Cl:10][C:11]1[CH:16]=[CH:15][CH:14]=[CH:13][C:12]=1[C:17]1[C:21]([C:22]([O:26]/[N:27]=[C:28](\[NH2:37])/[C:29]2[CH:34]=[CH:33][C:32]([O:35][CH3:36])=[CH:31][CH:30]=2)=[O:23])=[C:20]([CH3:25])[O:19][N:18]=1. The catalyst class is: 36.